Dataset: Full USPTO retrosynthesis dataset with 1.9M reactions from patents (1976-2016). Task: Predict the reactants needed to synthesize the given product. Given the product [CH2:1]([O:8][C:9]([N:11]1[CH2:16][C@H:15]([O:17][CH2:18][C:19]2[CH:20]=[CH:21][C:22]3[O:27][CH2:26][CH2:25][N:24]([CH2:28][CH2:29][CH2:30][O:31][CH3:32])[C:23]=3[CH:33]=2)[C@@H:14]([C:34]2[CH:39]=[CH:38][C:37]([O:40][CH3:41])=[CH:36][CH:35]=2)[CH2:13][C@H:12]1[CH2:42][CH2:43][OH:44])=[O:10])[C:2]1[CH:7]=[CH:6][CH:5]=[CH:4][CH:3]=1, predict the reactants needed to synthesize it. The reactants are: [CH2:1]([O:8][C:9]([N:11]1[CH2:16][C@H:15]([O:17][CH2:18][C:19]2[CH:20]=[CH:21][C:22]3[O:27][CH2:26][CH2:25][N:24]([CH2:28][CH2:29][CH2:30][O:31][CH3:32])[C:23]=3[CH:33]=2)[C@@H:14]([C:34]2[CH:39]=[CH:38][C:37]([O:40][CH3:41])=[CH:36][CH:35]=2)[CH2:13][C@H:12]1[CH2:42][C:43](O)=[O:44])=[O:10])[C:2]1[CH:7]=[CH:6][CH:5]=[CH:4][CH:3]=1.O1CCCC1.B.